Dataset: Full USPTO retrosynthesis dataset with 1.9M reactions from patents (1976-2016). Task: Predict the reactants needed to synthesize the given product. (1) The reactants are: [C@H:1]12[CH2:8][CH2:7][CH2:6][C@H:5]1[CH2:4][NH:3][C@@H:2]2[CH2:9][NH:10][C:11]([C:13]1[N:20]2[C:16]([S:17][CH:18]=[CH:19]2)=[N:15][C:14]=1[CH3:21])=[O:12].[CH3:22][O:23][C:24]1[CH:25]=[C:26]([C:30]2[C:31]([C:36](O)=[O:37])=[CH:32][CH:33]=[CH:34][CH:35]=2)[CH:27]=[CH:28][CH:29]=1. Given the product [CH3:22][O:23][C:24]1[CH:25]=[C:26]([C:30]2[C:31]([C:36]([N:3]3[CH2:4][C@H:5]4[C@H:1]([CH2:8][CH2:7][CH2:6]4)[C@H:2]3[CH2:9][NH:10][C:11]([C:13]3[N:20]4[C:16]([S:17][CH:18]=[CH:19]4)=[N:15][C:14]=3[CH3:21])=[O:12])=[O:37])=[CH:32][CH:33]=[CH:34][CH:35]=2)[CH:27]=[CH:28][CH:29]=1, predict the reactants needed to synthesize it. (2) Given the product [O:35]1[C:36]2[CH:42]=[CH:41][CH:40]=[CH:39][C:37]=2[CH:38]=[C:34]1[C:32]([OH:33])=[O:45], predict the reactants needed to synthesize it. The reactants are: C(OC[C@H](N[C:32]([C:34]1[O:35][C:36]2[CH:42]=[CH:41][CH:40]=[CH:39][C:37]=2[CH:38]=1)=[O:33])C(=O)NC1CCCN(S(C2C=CC=CN=2)(=O)=O)CC1=O)C1C=CC=CC=1.C(OCC)(=[O:45])C. (3) Given the product [CH3:29][O:28][CH:4]([O:3][CH3:1])[CH2:5][NH:6]/[CH:7]=[CH:8]\[C:9](=[C:23]([C:24]#[N:25])[C:26]#[N:27])[C:10]1[CH:19]=[CH:18][C:17]2[C:12](=[CH:13][CH:14]=[C:15]([N:20]([CH3:22])[CH3:21])[CH:16]=2)[CH:11]=1, predict the reactants needed to synthesize it. The reactants are: [CH2:1]([O:3][CH:4]([O:28][CH2:29]C)[CH2:5][NH:6]/[CH:7]=[CH:8]\[C:9](=[C:23]([C:26]#[N:27])[C:24]#[N:25])[C:10]1[CH:19]=[CH:18][C:17]2[C:12](=[CH:13][CH:14]=[C:15]([N:20]([CH3:22])[CH3:21])[CH:16]=2)[CH:11]=1)C.C(OCC)(=O)C. (4) Given the product [C:1]1([C:7]([NH:9][C:10]2[CH:11]=[CH:12][C:13]([CH2:14][NH:15][C:41]([C:37]3[N:38]([CH3:40])[CH:39]=[C:35]([NH:34][C:32]([C:27]4[C:26]([C:23]5[CH:22]=[CH:21][C:20]([C:19]([F:45])([F:18])[F:44])=[CH:25][CH:24]=5)=[CH:31][CH:30]=[CH:29][CH:28]=4)=[O:33])[CH:36]=3)=[O:42])=[CH:16][CH:17]=2)=[O:8])[CH:2]=[CH:3][CH:4]=[CH:5][CH:6]=1, predict the reactants needed to synthesize it. The reactants are: [C:1]1([C:7]([NH:9][C:10]2[CH:17]=[CH:16][C:13]([CH2:14][NH2:15])=[CH:12][CH:11]=2)=[O:8])[CH:6]=[CH:5][CH:4]=[CH:3][CH:2]=1.[F:18][C:19]([F:45])([F:44])[C:20]1[CH:25]=[CH:24][C:23]([C:26]2[C:27]([C:32]([NH:34][C:35]3[CH:36]=[C:37]([C:41](O)=[O:42])[N:38]([CH3:40])[CH:39]=3)=[O:33])=[CH:28][CH:29]=[CH:30][CH:31]=2)=[CH:22][CH:21]=1.CN(C(ON1N=NC2C=CC=CC1=2)=[N+](C)C)C.[B-](F)(F)(F)F.ClCCl.C(O)C. (5) Given the product [O:1]1[CH:5]=[CH:4][CH:3]=[C:2]1[C:6]1[N:30]([C:28]2[S:29][C:25]([C:23]#[N:24])=[CH:26][CH:27]=2)[N:31]=[C:8]([C:18]([F:19])([F:20])[F:21])[CH:7]=1, predict the reactants needed to synthesize it. The reactants are: [O:1]1[CH:5]=[CH:4][CH:3]=[C:2]1[C:6]1N(C2C=C(C#N)SC=2)N=[C:8]([C:18]([F:21])([F:20])[F:19])[CH:7]=1.[Cl-].[C:23]([C:25]1[S:29][C:28]([NH2+:30][NH2:31])=[CH:27][CH:26]=1)#[N:24]. (6) Given the product [S:20]1[CH:24]=[CH:23][N:22]=[C:21]1[NH:25][C:3]1[S:4]/[C:5](=[CH:9]\[C:10]2[CH:11]=[C:12]3[C:17](=[CH:18][CH:19]=2)[N:16]=[CH:15][CH:14]=[CH:13]3)/[C:6](=[O:8])[N:7]=1, predict the reactants needed to synthesize it. The reactants are: CS[C:3]1[S:4]/[C:5](=[CH:9]\[C:10]2[CH:11]=[C:12]3[C:17](=[CH:18][CH:19]=2)[N:16]=[CH:15][CH:14]=[CH:13]3)/[C:6](=[O:8])[N:7]=1.[S:20]1[CH:24]=[CH:23][N:22]=[C:21]1[NH2:25].CCN(C(C)C)C(C)C. (7) The reactants are: C([O:3][C:4](=[O:24])[CH2:5][CH:6]1[O:10][B:9]([OH:11])[C:8]2[CH:12]=[C:13]([O:17][C:18]3[S:22][N:21]=[C:20]([Cl:23])[N:19]=3)[CH:14]=[C:15]([CH3:16])[C:7]1=2)C.[Li+].[OH-].Cl. Given the product [Cl:23][C:20]1[N:19]=[C:18]([O:17][C:13]2[CH:14]=[C:15]([CH3:16])[C:7]3[CH:6]([CH2:5][C:4]([OH:24])=[O:3])[O:10][B:9]([OH:11])[C:8]=3[CH:12]=2)[S:22][N:21]=1, predict the reactants needed to synthesize it. (8) Given the product [F:1][C:2]1[CH:3]=[CH:4][C:5]([NH:12][CH2:13][C:14]([F:15])([F:16])[F:17])=[C:6]([CH:11]=1)[C:7]([OH:9])=[O:8], predict the reactants needed to synthesize it. The reactants are: [F:1][C:2]1[CH:3]=[CH:4][C:5]([NH:12][CH2:13][C:14]([F:17])([F:16])[F:15])=[C:6]([CH:11]=1)[C:7]([O:9]C)=[O:8].[OH-].[Na+]. (9) Given the product [CH2:17]([NH:16][C:15](=[O:24])[C@@H:13]([OH:14])[CH:8]([NH:7][C:6](=[O:25])[C@@H:43]([NH:47][C:48](=[O:61])[C@@H:49]([NH:51][C:52](=[O:60])[CH2:53][N:54]1[CH2:59][CH2:58][O:57][CH2:56][CH2:55]1)[CH3:50])[CH2:42][C:35]1[C:36]2[C:41](=[CH:40][CH:39]=[CH:38][CH:37]=2)[NH:33][CH:34]=1)[CH2:9][CH2:10][CH2:11][CH3:12])[C:18]1[CH:19]=[CH:20][CH:21]=[CH:22][CH:23]=1, predict the reactants needed to synthesize it. The reactants are: C(O[C:6](=[O:25])[NH:7][C@H:8]([CH:13]([C:15](=[O:24])[NH:16][CH2:17][C:18]1[CH:23]=[CH:22][CH:21]=[CH:20][CH:19]=1)[OH:14])[CH2:9][CH2:10][CH2:11][CH3:12])(C)(C)C.FC(F)(F)C(O)=O.[NH:33]1[C:41]2[C:36](=[CH:37][CH:38]=[CH:39][CH:40]=2)[C:35]([CH2:42][C@H:43]([NH:47][C:48](=[O:61])[C@@H:49]([NH:51][C:52](=[O:60])[CH2:53][N:54]2[CH2:59][CH2:58][O:57][CH2:56][CH2:55]2)[CH3:50])C(O)=O)=[CH:34]1.C(N(CC)C(C)C)(C)C.CN(C(ON1N=NC2C=CC=NC1=2)=[N+](C)C)C.F[P-](F)(F)(F)(F)F.